Dataset: Human liver microsome stability data. Task: Regression/Classification. Given a drug SMILES string, predict its absorption, distribution, metabolism, or excretion properties. Task type varies by dataset: regression for continuous measurements (e.g., permeability, clearance, half-life) or binary classification for categorical outcomes (e.g., BBB penetration, CYP inhibition). Dataset: hlm. (1) The drug is O=C(NCCn1ccc(-c2ccc(F)c(F)c2)n1)N1CC[C@H](F)C1. The result is 1 (stable in human liver microsomes). (2) The compound is CC(C)(C)c1ccc(-n2nnnc2SCC(=O)Nc2ccc(-c3ccc(CC(=O)O)cc3)cc2Cl)c(Cl)c1. The result is 1 (stable in human liver microsomes). (3) The drug is O=C(N[C@@H]1C[C@H]2CCN(C2)C1)c1cc2ccoc2cn1. The result is 0 (unstable in human liver microsomes). (4) The drug is Nc1noc2ccc(-n3nc(C(F)(F)F)c4c3C(=O)N(c3ccc(-c5ccccc5CN5CC[C@@H](O)C5)cc3)CC4)cc12. The result is 0 (unstable in human liver microsomes).